Dataset: Forward reaction prediction with 1.9M reactions from USPTO patents (1976-2016). Task: Predict the product of the given reaction. (1) Given the reactants [CH2:1]([O:8][C:9]([N:11]1[CH2:14][CH:13]([C:15](=[O:24])[NH:16][C:17]2[CH:22]=[CH:21][CH:20]=[CH:19][C:18]=2I)[CH2:12]1)=[O:10])[C:2]1[CH:7]=[CH:6][CH:5]=[CH:4][CH:3]=1.C([O-])([O-])=O.[Cs+].[Cs+].N1C2C(=CC=C3C=2N=CC=C3)C=CC=1.C([O-])(O)=O.[Na+], predict the reaction product. The product is: [CH2:1]([O:8][C:9]([N:11]1[CH2:14][CH:13]([C:15]2[O:24][C:18]3[CH:19]=[CH:20][CH:21]=[CH:22][C:17]=3[N:16]=2)[CH2:12]1)=[O:10])[C:2]1[CH:7]=[CH:6][CH:5]=[CH:4][CH:3]=1. (2) Given the reactants Br[C:2]1[N:3]=[C:4]2[N:10]([C@H:11]([C:13]3[CH:18]=[CH:17][CH:16]=[CH:15][CH:14]=3)[CH3:12])[C:9](=[O:19])[N:8]([CH3:20])[C:5]2=[N:6][CH:7]=1.BrC1N=C2N([C@H:32]([C:34]3[CH:39]=[CH:38][CH:37]=[CH:36][CH:35]=3)[CH3:33])C(=O)NC2=NC=1.C(=O)([O-])[O-].[Cs+].[Cs+].COS(OC)(=O)=O.[CH3:53][N:54](C)C=O, predict the reaction product. The product is: [CH3:20][N:8]1[C:5]2=[N:6][CH:7]=[C:2]([C:39]3[CH:38]=[CH:37][CH:36]=[C:35]4[C:34]=3[CH:32]=[CH:33][CH:53]=[N:54]4)[N:3]=[C:4]2[N:10]([C@H:11]([C:13]2[CH:18]=[CH:17][CH:16]=[CH:15][CH:14]=2)[CH3:12])[C:9]1=[O:19]. (3) Given the reactants [C:1]([O:5][C:6]([N:8]1[C:16]2[C:11](=[CH:12][C:13]([O:17]CC3C=CC=CC=3)=[CH:14][CH:15]=2)[CH:10]=[CH:9]1)=[O:7])([CH3:4])([CH3:3])[CH3:2].C([O-])=O.[NH4+], predict the reaction product. The product is: [C:1]([O:5][C:6]([N:8]1[C:16]2[C:11](=[CH:12][C:13]([OH:17])=[CH:14][CH:15]=2)[CH:10]=[CH:9]1)=[O:7])([CH3:4])([CH3:2])[CH3:3]. (4) Given the reactants [NH2:1][CH2:2][C:3]([NH:5][CH2:6][C:7]([NH:9][C@H:10]([C:18]([NH:20][CH2:21][C:22]([NH:24][C@@H:25]1[C:30]2=[C:31]3[CH2:46][N:45]4[C:40](=[CH:41][C:42]5[C@:51]([CH2:53][CH3:54])([OH:52])[C:50](=[O:55])[O:49][CH2:48][C:43]=5[C:44]4=[O:47])[C:32]3=[N:33][C:34]3[CH:35]=[C:36]([F:39])[C:37]([CH3:38])=[C:28]([C:29]=32)[CH2:27][CH2:26]1)=[O:23])=[O:19])[CH2:11][C:12]1[CH:17]=[CH:16][CH:15]=[CH:14][CH:13]=1)=[O:8])=[O:4].ON1C(=O)CCC1=O.[CH:64]1[C:76]2[CH:75]([CH2:77][O:78][C:79]([NH:81][C@H:82]([C:91]([O-])=[O:92])[CH2:83][C:84]([O:86][C:87]([CH3:90])([CH3:89])[CH3:88])=[O:85])=[O:80])[C:74]3[C:69](=[CH:70][CH:71]=[CH:72][CH:73]=3)[C:68]=2[CH:67]=[CH:66][CH:65]=1.C1(N=C=NC2CCCCC2)CCCCC1, predict the reaction product. The product is: [CH2:11]([C@H:10]([NH:9][C:7](=[O:8])[CH2:6][NH:5][C:3](=[O:4])[CH2:2][NH:1][C:91](=[O:92])[C@@H:82]([NH:81][C:79]([O:78][CH2:77][CH:75]1[C:76]2[CH:64]=[CH:65][CH:66]=[CH:67][C:68]=2[C:69]2[C:74]1=[CH:73][CH:72]=[CH:71][CH:70]=2)=[O:80])[CH2:83][C:84]([O:86][C:87]([CH3:90])([CH3:89])[CH3:88])=[O:85])[C:18](=[O:19])[NH:20][CH2:21][C:22]([NH:24][C@@H:25]1[C:30]2=[C:31]3[CH2:46][N:45]4[C:40](=[CH:41][C:42]5[C@:51]([CH2:53][CH3:54])([OH:52])[C:50](=[O:55])[O:49][CH2:48][C:43]=5[C:44]4=[O:47])[C:32]3=[N:33][C:34]3[CH:35]=[C:36]([F:39])[C:37]([CH3:38])=[C:28]([C:29]=32)[CH2:27][CH2:26]1)=[O:23])[C:12]1[CH:17]=[CH:16][CH:15]=[CH:14][CH:13]=1.